Dataset: Full USPTO retrosynthesis dataset with 1.9M reactions from patents (1976-2016). Task: Predict the reactants needed to synthesize the given product. (1) Given the product [CH2:41]([NH:48][C:29]([C:26]1[CH:27]=[CH:28][C:23]([C:15]2[CH:16]=[C:17]([OH:22])[C:18]([O:20][CH3:21])=[CH:19][C:14]=2[CH:9]2[CH:8]3[CH2:34][C:35]4[C:40]([CH:7]3[C:6]3[C:11](=[CH:12][CH:13]=[C:4]([C:1](=[NH:2])[NH2:3])[CH:5]=3)[NH:10]2)=[CH:39][CH:38]=[CH:37][CH:36]=4)=[C:24]([O:32][CH3:33])[CH:25]=1)=[O:30])[C:42]1[CH:47]=[CH:46][CH:45]=[CH:44][CH:43]=1, predict the reactants needed to synthesize it. The reactants are: [C:1]([C:4]1[CH:5]=[C:6]2[C:11](=[CH:12][CH:13]=1)[NH:10][CH:9]([C:14]1[CH:19]=[C:18]([O:20][CH3:21])[C:17]([OH:22])=[CH:16][C:15]=1[C:23]1[CH:28]=[CH:27][C:26]([C:29](O)=[O:30])=[CH:25][C:24]=1[O:32][CH3:33])[CH:8]1[CH2:34][C:35]3[C:40]([CH:7]21)=[CH:39][CH:38]=[CH:37][CH:36]=3)(=[NH:3])[NH2:2].[CH2:41]([NH2:48])[C:42]1[CH:47]=[CH:46][CH:45]=[CH:44][CH:43]=1. (2) Given the product [O:2]1[CH:6]=[CH:5][N:4]=[C:3]1[C:7](=[O:17])[CH2:8][CH2:9][CH2:10][CH:11]1[CH2:16][CH2:15][N:14]([CH2:35][C:34]2[CH:37]=[CH:38][CH:39]=[C:32]([O:25][C:26]3[CH:31]=[CH:30][CH:29]=[CH:28][CH:27]=3)[CH:33]=2)[CH2:13][CH2:12]1, predict the reactants needed to synthesize it. The reactants are: Cl.[O:2]1[CH:6]=[CH:5][N:4]=[C:3]1[C:7](=[O:17])[CH2:8][CH2:9][CH2:10][CH:11]1[CH2:16][CH2:15][NH:14][CH2:13][CH2:12]1.CCN(CC)CC.[O:25]([C:32]1[CH:33]=[C:34]([CH:37]=[CH:38][CH:39]=1)[CH:35]=O)[C:26]1[CH:31]=[CH:30][CH:29]=[CH:28][CH:27]=1.[BH-](OC(C)=O)(OC(C)=O)OC(C)=O.[Na+].